Dataset: Reaction yield outcomes from USPTO patents with 853,638 reactions. Task: Predict the reaction yield, written as a fraction of the theoretical maximum amount of product (1.0 means a 100% yield; for example, 0.34 means a 34% yield). (1) The reactants are Cl[C:2]1[C:7]2=[CH:8][C:9]([C:11]3[CH:16]=[CH:15][N:14]=[C:13]([N:17]4[CH2:22][CH2:21][O:20][CH2:19][CH2:18]4)[CH:12]=3)=[CH:10][N:6]2[N:5]=[CH:4][N:3]=1.[F:23][C:24]1[CH:29]=[C:28]([N+:30]([O-:32])=[O:31])[CH:27]=[CH:26][C:25]=1[OH:33].C1N2CCN(CC2)C1. The catalyst is CC#N. The product is [F:23][C:24]1[CH:29]=[C:28]([N+:30]([O-:32])=[O:31])[CH:27]=[CH:26][C:25]=1[O:33][C:2]1[C:7]2=[CH:8][C:9]([C:11]3[CH:16]=[CH:15][N:14]=[C:13]([N:17]4[CH2:22][CH2:21][O:20][CH2:19][CH2:18]4)[CH:12]=3)=[CH:10][N:6]2[N:5]=[CH:4][N:3]=1. The yield is 0.330. (2) The reactants are [Br:1][C:2]1[C:7]([F:8])=[CH:6][C:5]([N:9]2[C:18]3[C:13](=[CH:14][C:15]([S:19](Cl)(=[O:21])=[O:20])=[CH:16][CH:17]=3)[N:12]=[CH:11][C:10]2=[O:23])=[C:4]([O:24][CH3:25])[CH:3]=1.ClCCl.[NH2:29][C:30]1[CH:34]=[CH:33][O:32][N:31]=1. The catalyst is N1C=CC=CC=1. The product is [Br:1][C:2]1[C:7]([F:8])=[CH:6][C:5]([N:9]2[C:18]3[C:13](=[CH:14][C:15]([S:19]([NH:29][C:30]4[CH:34]=[CH:33][O:32][N:31]=4)(=[O:21])=[O:20])=[CH:16][CH:17]=3)[N:12]=[CH:11][C:10]2=[O:23])=[C:4]([O:24][CH3:25])[CH:3]=1. The yield is 0.820. (3) The reactants are C([O:3][CH:4](OCC)[CH2:5][CH2:6][CH2:7][NH:8][C:9]([O:11][CH2:12][CH:13]1[C:25]2[C:20](=[CH:21][CH:22]=[CH:23][CH:24]=2)[C:19]2[C:14]1=[CH:15][CH:16]=[CH:17][CH:18]=2)=[O:10])C.Cl. The catalyst is O1CCOCC1. The product is [C:9]([NH:8][CH2:7][CH2:6][CH2:5][CH:4]=[O:3])([O:11][CH2:12][CH:13]1[C:25]2[C:20](=[CH:21][CH:22]=[CH:23][CH:24]=2)[C:19]2[C:14]1=[CH:15][CH:16]=[CH:17][CH:18]=2)=[O:10]. The yield is 0.900.